From a dataset of Reaction yield outcomes from USPTO patents with 853,638 reactions. Predict the reaction yield, written as a fraction of the theoretical maximum amount of product (1.0 means a 100% yield; for example, 0.34 means a 34% yield). The reactants are [Cl:1][C:2]1[CH:7]=[CH:6][C:5]([C:8]2([OH:41])[CH2:13][CH2:12][N:11]([CH2:14][CH2:15][CH:16]=[C:17]3[C:23]4[CH:24]=[CH:25][CH:26]=[N:27][C:22]=4[CH2:21][O:20][C:19]4[CH:28]=[CH:29][C:30]([O:32][C:33]([CH3:38])([CH3:37])[C:34](O)=[O:35])=[CH:31][C:18]3=4)[CH2:10][C:9]2([CH3:40])[CH3:39])=[CH:4][CH:3]=1.Cl.C[N:44](C)CCCN=C=NCC.ON1C2C=CC=CC=2N=N1.[OH-].[NH4+]. The catalyst is CN(C)C=O.C(Cl)(Cl)Cl.C(N(CC)CC)C. The product is [Cl:1][C:2]1[CH:7]=[CH:6][C:5]([C:8]2([OH:41])[CH2:13][CH2:12][N:11]([CH2:14][CH2:15][CH:16]=[C:17]3[C:23]4[CH:24]=[CH:25][CH:26]=[N:27][C:22]=4[CH2:21][O:20][C:19]4[CH:28]=[CH:29][C:30]([O:32][C:33]([CH3:38])([CH3:37])[C:34]([NH2:44])=[O:35])=[CH:31][C:18]3=4)[CH2:10][C:9]2([CH3:39])[CH3:40])=[CH:4][CH:3]=1. The yield is 0.310.